Regression. Given a peptide amino acid sequence and an MHC pseudo amino acid sequence, predict their binding affinity value. This is MHC class I binding data. From a dataset of Peptide-MHC class I binding affinity with 185,985 pairs from IEDB/IMGT. (1) The peptide sequence is LRTELTYLQY. The MHC is Mamu-B08 with pseudo-sequence Mamu-B08. The binding affinity (normalized) is 0.369. (2) The peptide sequence is GTKQVCIAW. The MHC is HLA-A26:01 with pseudo-sequence HLA-A26:01. The binding affinity (normalized) is 0.137. (3) The peptide sequence is SEGDDDGSR. The binding affinity (normalized) is 0.0847. The MHC is HLA-B40:01 with pseudo-sequence HLA-B40:01. (4) The peptide sequence is GSEELRSLY. The MHC is HLA-B35:01 with pseudo-sequence HLA-B35:01. The binding affinity (normalized) is 0. (5) The peptide sequence is ALIARCWYL. The MHC is HLA-A68:02 with pseudo-sequence HLA-A68:02. The binding affinity (normalized) is 0.340. (6) The peptide sequence is RMATMLEYVR. The MHC is Patr-B1301 with pseudo-sequence Patr-B1301. The binding affinity (normalized) is 0.0521.